This data is from Full USPTO retrosynthesis dataset with 1.9M reactions from patents (1976-2016). The task is: Predict the reactants needed to synthesize the given product. (1) Given the product [CH2:7]([O:14][C:15]1[CH:20]=[CH:19][C:18]([OH:21])=[CH:17][C:16]=1[N+:25]([O-:27])=[O:26])[C:8]1[CH:9]=[CH:10][CH:11]=[CH:12][CH:13]=1, predict the reactants needed to synthesize it. The reactants are: C(=O)([O-])[O-].[K+].[K+].[CH2:7]([O:14][C:15]1[CH:20]=[CH:19][C:18]([O:21]C(=O)C)=[CH:17][C:16]=1[N+:25]([O-:27])=[O:26])[C:8]1[CH:13]=[CH:12][CH:11]=[CH:10][CH:9]=1.C(OCC)(=O)C. (2) Given the product [Cl:1][C:2]1[CH:7]=[CH:6][N:5]=[C:4]([CH3:8])[C:3]=1[C:18]#[C:17][C:14]1[CH:15]=[CH:16][C:11]([NH2:10])=[N:12][CH:13]=1, predict the reactants needed to synthesize it. The reactants are: [Cl:1][C:2]1[CH:7]=[CH:6][N:5]=[C:4]([CH3:8])[C:3]=1I.[NH2:10][C:11]1[CH:16]=[CH:15][C:14]([C:17]#[CH:18])=[CH:13][N:12]=1.C(N(CC)CC)C. (3) Given the product [NH:20]1[CH2:23][CH2:24][N:25]=[C:19]1[C:18]1[CH:17]=[CH:16][C:15]([CH2:14][CH2:13][N:4]2[C:3](=[O:2])[C:11]3[C:6](=[CH:7][CH:8]=[CH:9][CH:10]=3)[C:5]2=[O:12])=[CH:22][CH:21]=1, predict the reactants needed to synthesize it. The reactants are: Cl.[O:2]=[C:3]1[C:11]2[C:6](=[CH:7][CH:8]=[CH:9][CH:10]=2)[C:5](=[O:12])[N:4]1[CH2:13][CH2:14][C:15]1[CH:22]=[CH:21][C:18]([C:19]#[N:20])=[CH:17][CH:16]=1.[CH2:23](N)[CH2:24][NH2:25]. (4) Given the product [Br:1][C:2]1[C:9]([F:10])=[CH:8][C:5](/[CH:6]=[N:18]/[S@@:16]([C:13]([CH3:15])([CH3:14])[CH3:12])=[O:17])=[C:4]([F:11])[CH:3]=1, predict the reactants needed to synthesize it. The reactants are: [Br:1][C:2]1[C:9]([F:10])=[CH:8][C:5]([CH:6]=O)=[C:4]([F:11])[CH:3]=1.[CH3:12][C:13]([S@:16]([NH2:18])=[O:17])([CH3:15])[CH3:14]. (5) Given the product [CH3:1][O:2][C:3](=[O:13])[C@H:4]([NH:12][S:22]([CH2:21][CH2:20][C:14]1[CH:19]=[CH:18][CH:17]=[CH:16][CH:15]=1)(=[O:24])=[O:23])[CH2:5][C:6]1[CH:11]=[CH:10][CH:9]=[CH:8][CH:7]=1, predict the reactants needed to synthesize it. The reactants are: [CH3:1][O:2][C:3](=[O:13])[CH:4]([NH2:12])[CH2:5][C:6]1[CH:11]=[CH:10][CH:9]=[CH:8][CH:7]=1.[C:14]1([CH2:20][CH2:21][S:22](Cl)(=[O:24])=[O:23])[CH:19]=[CH:18][CH:17]=[CH:16][CH:15]=1.C(N(CC)CC)C.